From a dataset of Catalyst prediction with 721,799 reactions and 888 catalyst types from USPTO. Predict which catalyst facilitates the given reaction. (1) Reactant: [CH3:1][C@H:2]1[CH2:7][NH:6][C@H:5]([CH3:8])[CH2:4][N:3]1[C@H:9]([C:24]1[CH:36]=[CH:35][C:27]([C:28]([N:30]([CH2:33][CH3:34])[CH2:31][CH3:32])=[O:29])=[CH:26][CH:25]=1)[C:10]1[CH:15]=[CH:14][CH:13]=[C:12]([O:16][S:17]([C:20]([F:23])([F:22])[F:21])(=[O:19])=[O:18])[CH:11]=1.[I-].[Na+].[CH2:39](N(CC)CC)C.[C:46]([O:54][CH2:55]Br)(=[O:53])[C:47]1[CH:52]=[CH:51][CH:50]=[CH:49][CH:48]=1. Product: [CH2:31]([N:30]([CH2:33][CH3:34])[C:28]([C:27]1[CH:26]=[CH:25][C:24]([C@H:9]([C:10]2[CH:15]=[CH:14][CH:13]=[C:12]([O:16][S:17]([C:20]([F:21])([F:22])[F:23])(=[O:18])=[O:19])[CH:11]=2)[N:3]2[C@@H:2]([CH3:1])[CH2:7][N:6]([CH2:39][C:50]3[CH:51]=[CH:52][C:47]([C:46]([O:54][CH3:55])=[O:53])=[CH:48][CH:49]=3)[C@H:5]([CH3:8])[CH2:4]2)=[CH:36][CH:35]=1)=[O:29])[CH3:32]. The catalyst class is: 10. (2) Reactant: [C:1]([N:5]1[C:10](=[O:11])[C:9]([CH3:12])=[C:8]([Cl:13])[CH:7]=[N:6]1)([CH3:4])([CH3:3])[CH3:2].[Br:14]N1C(=O)CCC1=O.C(OOC(=O)C1C=CC=CC=1)(=O)C1C=CC=CC=1. Product: [C:1]([N:5]1[C:10](=[O:11])[C:9]([CH2:12][Br:14])=[C:8]([Cl:13])[CH:7]=[N:6]1)([CH3:4])([CH3:2])[CH3:3]. The catalyst class is: 53. (3) Reactant: [CH3:1][N:2]1[CH:6]=[C:5]([N:7]2[CH:12]=[CH:11][C:10](=[O:13])[C:9]([CH2:14][C:15]3[CH:16]=[C:17]([C:21]4[N:26]=[CH:25][C:24](OCC(O)=O)=[CH:23][N:22]=4)[CH:18]=[CH:19][CH:20]=3)=[N:8]2)[CH:4]=[N:3]1.[NH:32]1[CH2:36][CH2:35][CH:34]([OH:37])[CH2:33]1. Product: [OH:37][CH:34]1[CH2:35][CH2:36][N:32]([C:24]2[CH:23]=[N:22][C:21]([C:17]3[CH:16]=[C:15]([CH:20]=[CH:19][CH:18]=3)[CH2:14][C:9]3[C:10](=[O:13])[CH:11]=[CH:12][N:7]([C:5]4[CH:4]=[N:3][N:2]([CH3:1])[CH:6]=4)[N:8]=3)=[N:26][CH:25]=2)[CH2:33]1. The catalyst class is: 37. (4) Reactant: [CH3:1][C:2]1[C:7]([CH2:8][C:9](OC)=[O:10])=[CH:6][CH:5]=[CH:4][N:3]=1.[H-].[H-].[H-].[H-].[Li+].[Al+3]. Product: [CH3:1][C:2]1[C:7]([CH2:8][CH2:9][OH:10])=[CH:6][CH:5]=[CH:4][N:3]=1. The catalyst class is: 1. (5) Reactant: [F:1][C:2]([F:11])([F:10])[C:3]1[CH:8]=[CH:7][N:6]=[C:5]([NH2:9])[CH:4]=1.N1C=CC=CC=1.[CH3:18][NH:19][C:20]([C:22]1[CH:27]=[C:26]([O:28][C:29]2[CH:34]=[CH:33][C:32]([CH2:35][OH:36])=[CH:31][C:30]=2[CH3:37])[CH:25]=[CH:24][N:23]=1)=[O:21].CN([CH:41]=[O:42])C. Product: [CH3:37][C:30]1[CH:31]=[C:32]([CH:33]=[CH:34][C:29]=1[O:28][C:26]1[CH:25]=[CH:24][N:23]=[C:22]([C:20](=[O:21])[NH:19][CH3:18])[CH:27]=1)[CH2:35][O:36][C:41](=[O:42])[NH:9][C:5]1[CH:4]=[C:3]([C:2]([F:1])([F:10])[F:11])[CH:8]=[CH:7][N:6]=1. The catalyst class is: 2. (6) Reactant: [C:1]([OH:6])(=[O:5])[C@H:2]([CH3:4])[OH:3].C([O-])([O-])=O.[Cs+].[Cs+].[F:13][C:14]([F:26])([F:25])[C:15]1[CH:24]=[CH:23][C:18]([C:19](=[O:22])[CH2:20]Br)=[CH:17][CH:16]=1. Product: [OH:3][C@@H:2]([CH3:4])[C:1]([O:6][CH2:20][C:19](=[O:22])[C:18]1[CH:17]=[CH:16][C:15]([C:14]([F:13])([F:25])[F:26])=[CH:24][CH:23]=1)=[O:5]. The catalyst class is: 136. (7) Reactant: [N:1]1([CH2:6][CH2:7][O:8][C:9]2[CH:10]=[C:11]([CH:16]=[CH:17][CH:18]=2)[C:12]([O:14]C)=[O:13])[CH2:5][CH2:4][CH2:3][CH2:2]1.[OH-].[Na+]. Product: [N:1]1([CH2:6][CH2:7][O:8][C:9]2[CH:10]=[C:11]([CH:16]=[CH:17][CH:18]=2)[C:12]([OH:14])=[O:13])[CH2:5][CH2:4][CH2:3][CH2:2]1. The catalyst class is: 24. (8) Reactant: [C:1]([OH:12])(=O)[CH2:2][CH2:3][CH2:4][CH2:5][CH2:6][CH2:7][CH2:8][CH2:9][CH3:10].CN(C=O)C.C(Cl)(=O)C(Cl)=O.[Br:24][C:25]1[CH:31]=[CH:30][CH:29]=[CH:28][C:26]=1[NH2:27].CCN(CC)CC. Product: [Br:24][C:25]1[CH:31]=[CH:30][CH:29]=[CH:28][C:26]=1[NH:27][C:1](=[O:12])[CH2:2][CH2:3][CH2:4][CH2:5][CH2:6][CH2:7][CH2:8][CH2:9][CH3:10]. The catalyst class is: 64. (9) Reactant: [Cl:1][C:2]1[N:7]=[N:6][C:5](Cl)=[C:4]2[N:9]=[CH:10][CH:11]=[CH:12][C:3]=12.[CH3:13][C@H:14]1[NH:19][CH2:18][CH2:17][N:16]([C:20]([C:22]2[CH:27]=[CH:26][CH:25]=[CH:24][CH:23]=2)=[O:21])[CH2:15]1. Product: [Cl:1][C:2]1[N:7]=[N:6][C:5]([N:19]2[CH2:18][CH2:17][N:16]([C:20]([C:22]3[CH:23]=[CH:24][CH:25]=[CH:26][CH:27]=3)=[O:21])[CH2:15][C@H:14]2[CH3:13])=[C:4]2[N:9]=[CH:10][CH:11]=[CH:12][C:3]=12. The catalyst class is: 4. (10) Reactant: C[O:2][C:3](=O)[C:4]1[CH:9]=[CH:8][C:7]([O:10][CH2:11][C:12]2[CH:17]=[CH:16][CH:15]=[CH:14][N:13]=2)=[CH:6][C:5]=1[CH3:18].[H-].C([Al+]CC(C)C)C(C)C.[C@H](O)(C([O-])=O)[C@@H](O)C([O-])=O.[Na+].[K+].C(OCC)C. Product: [CH3:18][C:5]1[CH:6]=[C:7]([O:10][CH2:11][C:12]2[CH:17]=[CH:16][CH:15]=[CH:14][N:13]=2)[CH:8]=[CH:9][C:4]=1[CH2:3][OH:2]. The catalyst class is: 11.